Dataset: Peptide-MHC class II binding affinity with 134,281 pairs from IEDB. Task: Regression. Given a peptide amino acid sequence and an MHC pseudo amino acid sequence, predict their binding affinity value. This is MHC class II binding data. (1) The peptide sequence is SQQLELSWNLNGLQAY. The MHC is HLA-DQA10301-DQB10302 with pseudo-sequence HLA-DQA10301-DQB10302. The binding affinity (normalized) is 0.338. (2) The peptide sequence is LTKLAAAWGGSGSEA. The MHC is HLA-DPA10103-DPB10201 with pseudo-sequence HLA-DPA10103-DPB10201. The binding affinity (normalized) is 0.